Dataset: Forward reaction prediction with 1.9M reactions from USPTO patents (1976-2016). Task: Predict the product of the given reaction. (1) Given the reactants [CH2:1]([NH:8][C:9]1[C:10]([CH3:22])=[CH:11][C:12]2[O:16][C:15]([CH3:18])([CH3:17])[C:14](=[O:19])[C:13]=2[C:20]=1[CH3:21])[C:2]1[CH:7]=[CH:6][CH:5]=[CH:4][CH:3]=1.[BH4-].[Na+], predict the reaction product. The product is: [CH2:1]([NH:8][C:9]1[C:10]([CH3:22])=[CH:11][C:12]2[O:16][C:15]([CH3:18])([CH3:17])[CH:14]([OH:19])[C:13]=2[C:20]=1[CH3:21])[C:2]1[CH:3]=[CH:4][CH:5]=[CH:6][CH:7]=1. (2) Given the reactants [N+:1]([O-:4])([O-])=[O:2].[Na+].[S:6]1[C:10]2[C:11]3[CH:17]=[N:16][NH:15][C:12]=3[CH:13]=[CH:14][C:9]=2[N:8]=[C:7]1[NH2:18].S(=O)(=O)(O)O, predict the reaction product. The product is: [N+:1]([C:14]1[C:9]2[N:8]=[C:7]([NH2:18])[S:6][C:10]=2[C:11]2[CH:17]=[N:16][NH:15][C:12]=2[CH:13]=1)([O-:4])=[O:2].